This data is from NCI-60 drug combinations with 297,098 pairs across 59 cell lines. The task is: Regression. Given two drug SMILES strings and cell line genomic features, predict the synergy score measuring deviation from expected non-interaction effect. (1) Drug 1: CC1C(C(=O)NC(C(=O)N2CCCC2C(=O)N(CC(=O)N(C(C(=O)O1)C(C)C)C)C)C(C)C)NC(=O)C3=C4C(=C(C=C3)C)OC5=C(C(=O)C(=C(C5=N4)C(=O)NC6C(OC(=O)C(N(C(=O)CN(C(=O)C7CCCN7C(=O)C(NC6=O)C(C)C)C)C)C(C)C)C)N)C. Drug 2: C1C(C(OC1N2C=NC(=NC2=O)N)CO)O. Cell line: HOP-92. Synergy scores: CSS=12.7, Synergy_ZIP=-5.54, Synergy_Bliss=-1.91, Synergy_Loewe=-10.2, Synergy_HSA=-4.09. (2) Drug 1: CS(=O)(=O)OCCCCOS(=O)(=O)C. Drug 2: CC1C(C(CC(O1)OC2CC(CC3=C2C(=C4C(=C3O)C(=O)C5=CC=CC=C5C4=O)O)(C(=O)C)O)N)O. Cell line: MALME-3M. Synergy scores: CSS=43.1, Synergy_ZIP=-2.25, Synergy_Bliss=-3.53, Synergy_Loewe=-43.0, Synergy_HSA=-3.86. (3) Drug 1: C1CC(=O)NC(=O)C1N2C(=O)C3=CC=CC=C3C2=O. Drug 2: CC1CCCC2(C(O2)CC(NC(=O)CC(C(C(=O)C(C1O)C)(C)C)O)C(=CC3=CSC(=N3)C)C)C. Cell line: MALME-3M. Synergy scores: CSS=26.4, Synergy_ZIP=1.40, Synergy_Bliss=1.21, Synergy_Loewe=-9.70, Synergy_HSA=0.931. (4) Drug 1: COC1=C(C=C2C(=C1)N=CN=C2NC3=CC(=C(C=C3)F)Cl)OCCCN4CCOCC4. Drug 2: C1CC(C1)(C(=O)O)C(=O)O.[NH2-].[NH2-].[Pt+2]. Cell line: MCF7. Synergy scores: CSS=25.0, Synergy_ZIP=-7.22, Synergy_Bliss=-4.91, Synergy_Loewe=-1.18, Synergy_HSA=-0.279.